This data is from Catalyst prediction with 721,799 reactions and 888 catalyst types from USPTO. The task is: Predict which catalyst facilitates the given reaction. (1) Reactant: [CH2:1]([O:3][C:4](=[O:15])[CH:5]([C:7]1[CH:8]=[N:9][C:10]([NH2:14])=[C:11]([F:13])[CH:12]=1)[CH3:6])[CH3:2].C(N(CC)CC)C.[CH3:23][S:24](Cl)(=[O:26])=[O:25]. Product: [CH2:1]([O:3][C:4](=[O:15])[CH:5]([C:7]1[CH:8]=[N:9][C:10]([NH:14][S:24]([CH3:23])(=[O:26])=[O:25])=[C:11]([F:13])[CH:12]=1)[CH3:6])[CH3:2]. The catalyst class is: 7. (2) Reactant: [C:1]([O:4][C:5]1[C:14]2[C:9](=[CH:10][C:11]([O:15][CH3:16])=[CH:12][CH:13]=2)[CH2:8][CH2:7][C:6]=1[C:17]1[CH:22]=[CH:21][CH:20]=[C:19]([O:23][CH3:24])[CH:18]=1)(=[O:3])[CH3:2].C(C1C(=O)C(Cl)=C(Cl)C(=O)C=1C#N)#N. Product: [C:1]([O:4][C:5]1[C:14]2[C:9](=[CH:10][C:11]([O:15][CH3:16])=[CH:12][CH:13]=2)[CH:8]=[CH:7][C:6]=1[C:17]1[CH:22]=[CH:21][CH:20]=[C:19]([O:23][CH3:24])[CH:18]=1)(=[O:3])[CH3:2]. The catalyst class is: 169.